Dataset: Catalyst prediction with 721,799 reactions and 888 catalyst types from USPTO. Task: Predict which catalyst facilitates the given reaction. Reactant: [NH2:1][C:2]1[C:3]2[C:10]([C:11]3[CH:16]=[CH:15][CH:14]=[C:13]([O:17][CH2:18][C:19]4[CH:24]=[CH:23][CH:22]=[CH:21][CH:20]=4)[CH:12]=3)=[C:9]([CH3:25])[N:8]([C@@H:26]3[CH2:29][C@H:28]([CH2:30]O)[CH2:27]3)[C:4]=2[N:5]=[CH:6][N:7]=1.C1(C)C=CC(S(Cl)(=O)=O)=CC=1.[OH:43][CH:44]1[CH2:49][CH2:48][NH:47][CH2:46][CH2:45]1. Product: [NH2:1][C:2]1[C:3]2[C:10]([C:11]3[CH:16]=[CH:15][CH:14]=[C:13]([O:17][CH2:18][C:19]4[CH:20]=[CH:21][CH:22]=[CH:23][CH:24]=4)[CH:12]=3)=[C:9]([CH3:25])[N:8]([C@@H:26]3[CH2:29][C@H:28]([CH2:30][N:47]4[CH2:48][CH2:49][CH:44]([OH:43])[CH2:45][CH2:46]4)[CH2:27]3)[C:4]=2[N:5]=[CH:6][N:7]=1. The catalyst class is: 17.